Dataset: Catalyst prediction with 721,799 reactions and 888 catalyst types from USPTO. Task: Predict which catalyst facilitates the given reaction. (1) Reactant: FC(F)(F)C(O)=O.[C:8]1([N:14]([C:56]2[CH:61]=[CH:60][CH:59]=[CH:58][CH:57]=2)[C:15]([C:17]2[C:25]3[C:20](=[CH:21][CH:22]=[CH:23][CH:24]=3)[N:19]([C:26]3[C:27]([C:35]([N:37]4[C@H:46]([CH2:47][NH:48]C(=O)OC(C)(C)C)[CH2:45][C:44]5[C:39](=[CH:40][CH:41]=[CH:42][CH:43]=5)[CH2:38]4)=[O:36])=[CH:28][C:29]4[O:33][CH2:32][O:31][C:30]=4[CH:34]=3)[N:18]=2)=[O:16])[CH:13]=[CH:12][CH:11]=[CH:10][CH:9]=1.[OH-].[Na+]. Product: [NH2:48][CH2:47][C@@H:46]1[CH2:45][C:44]2[C:39](=[CH:40][CH:41]=[CH:42][CH:43]=2)[CH2:38][N:37]1[C:35]([C:27]1[C:26]([N:19]2[C:20]3[C:25](=[CH:24][CH:23]=[CH:22][CH:21]=3)[C:17]([C:15]([N:14]([C:56]3[CH:61]=[CH:60][CH:59]=[CH:58][CH:57]=3)[C:8]3[CH:13]=[CH:12][CH:11]=[CH:10][CH:9]=3)=[O:16])=[N:18]2)=[CH:34][C:30]2[O:31][CH2:32][O:33][C:29]=2[CH:28]=1)=[O:36]. The catalyst class is: 46. (2) Reactant: [NH2:1][C:2]1[N:7]=[C:6]([C:8]2[CH:16]=[CH:15][C:11]3[O:12][CH2:13][O:14][C:10]=3[CH:9]=2)[C:5]([C:17]#[N:18])=[C:4](S(C)(=O)=O)[N:3]=1.[CH:23]1([OH:29])[CH2:28][CH2:27][CH2:26][CH2:25][CH2:24]1.C1CCN2C(=NCCC2)CC1. Product: [NH2:1][C:2]1[N:7]=[C:6]([C:8]2[CH:16]=[CH:15][C:11]3[O:12][CH2:13][O:14][C:10]=3[CH:9]=2)[C:5]([C:17]#[N:18])=[C:4]([O:29][CH:23]2[CH2:28][CH2:27][CH2:26][CH2:25][CH2:24]2)[N:3]=1. The catalyst class is: 57. (3) Reactant: Cl[C:2]1[CH:7]=[C:6]([Cl:8])[N:5]=[C:4]([CH3:9])[N:3]=1.[NH:10]1[CH2:15][CH2:14][CH:13]([OH:16])[CH2:12][CH2:11]1.C(N(CC)C(C)C)(C)C. Product: [Cl:8][C:6]1[N:5]=[C:4]([CH3:9])[N:3]=[C:2]([N:10]2[CH2:15][CH2:14][CH:13]([OH:16])[CH2:12][CH2:11]2)[CH:7]=1. The catalyst class is: 12. (4) Reactant: C(=O)([O-])[O-].[K+].[K+].[CH2:7]([O:9][C:10]([C:12]1([CH3:18])[CH2:17][CH2:16][NH:15][CH2:14][CH2:13]1)=[O:11])[CH3:8].[Cl:19][C:20]1[CH:21]=[C:22]([C:30]2[O:34][N:33]=[C:32]([C:35]3[CH:40]=[CH:39][C:38]([CH2:41]Cl)=[CH:37][CH:36]=3)[N:31]=2)[CH:23]=[CH:24][C:25]=1[CH2:26][CH:27]([CH3:29])[CH3:28]. Product: [CH2:7]([O:9][C:10]([C:12]1([CH3:18])[CH2:17][CH2:16][N:15]([CH2:41][C:38]2[CH:37]=[CH:36][C:35]([C:32]3[N:31]=[C:30]([C:22]4[CH:23]=[CH:24][C:25]([CH2:26][CH:27]([CH3:28])[CH3:29])=[C:20]([Cl:19])[CH:21]=4)[O:34][N:33]=3)=[CH:40][CH:39]=2)[CH2:14][CH2:13]1)=[O:11])[CH3:8]. The catalyst class is: 9. (5) Product: [CH2:35]([O:34][C:32]1[C:31](=[O:37])[NH:30][CH:29]=[C:28]([C:24]2[CH:25]=[C:26]([F:27])[C:21]([CH2:20][C:19]([NH:18][C:15]3[CH:16]=[CH:17][C:12]([O:11][CH2:10][CH2:9][OH:8])=[C:13]([C:49]([F:50])([F:52])[F:51])[CH:14]=3)=[O:48])=[C:22]([F:47])[CH:23]=2)[CH:33]=1)[CH3:36]. Reactant: C([O:8][CH2:9][CH2:10][O:11][C:12]1[CH:17]=[CH:16][C:15]([NH:18][C:19](=[O:48])[CH2:20][C:21]2[C:26]([F:27])=[CH:25][C:24]([C:28]3[CH:29]=[N:30][C:31]([O:37]CC4C=CC(OC)=CC=4)=[C:32]([O:34][CH2:35][CH3:36])[CH:33]=3)=[CH:23][C:22]=2[F:47])=[CH:14][C:13]=1[C:49]([F:52])([F:51])[F:50])C1C=CC=CC=1. The catalyst class is: 19.